From a dataset of Full USPTO retrosynthesis dataset with 1.9M reactions from patents (1976-2016). Predict the reactants needed to synthesize the given product. (1) Given the product [C:18]([C:19]1[CH:20]=[C:21]([CH:24]=[CH:25][CH:26]=1)[CH2:22][NH:23][C:11]([C:10]1[C:5]2[CH2:4][O:3][C:2]([CH3:1])([CH3:16])[O:15][C:6]=2[C:7]([CH3:14])=[N:8][CH:9]=1)=[O:13])#[N:17], predict the reactants needed to synthesize it. The reactants are: [CH3:1][C:2]1([CH3:16])[O:15][C:6]2[C:7]([CH3:14])=[N:8][CH:9]=[C:10]([C:11]([OH:13])=O)[C:5]=2[CH2:4][O:3]1.[NH2:17][CH2:18][C:19]1[CH:20]=[C:21]([CH:24]=[CH:25][CH:26]=1)[C:22]#[N:23]. (2) Given the product [Cl:1][C:2]1[C:10]2[S:9][C:8]([C:11]([NH:56][C@@H:50]3[CH:51]4[CH2:54][CH2:55][N:48]([CH2:53][CH2:52]4)[CH2:49]3)=[O:13])=[CH:7][C:6]=2[CH:5]=[CH:4][CH:3]=1, predict the reactants needed to synthesize it. The reactants are: [Cl:1][C:2]1[C:10]2[S:9][C:8]([C:11]([OH:13])=O)=[CH:7][C:6]=2[CH:5]=[CH:4][CH:3]=1.CN(C(ON1N=NC2C1=CC=CC=2)=[N+](C)C)C.F[P-](F)(F)(F)(F)F.C(N(C(C)C)CC)(C)C.Cl.[N:48]12[CH2:55][CH2:54][CH:51]([CH2:52][CH2:53]1)[C@@H:50]([NH2:56])[CH2:49]2.